From a dataset of Full USPTO retrosynthesis dataset with 1.9M reactions from patents (1976-2016). Predict the reactants needed to synthesize the given product. Given the product [N:1]1[N:5]2[CH:6]=[CH:7][CH:8]=[CH:9][C:4]2=[C:3]([C:10]2[N:18]=[C:17]3[C:13]([N:14]=[C:15]([N:25]4[CH2:36][CH2:37][CH2:38][C:39]4=[O:40])[N:16]3[CH:19]3[CH2:20][CH2:21][O:22][CH2:23][CH2:24]3)=[CH:12][N:11]=2)[CH:2]=1, predict the reactants needed to synthesize it. The reactants are: [N:1]1[N:5]2[CH:6]=[CH:7][CH:8]=[CH:9][C:4]2=[C:3]([C:10]2[N:18]=[C:17]3[C:13]([N:14]=[C:15]([NH2:25])[N:16]3[CH:19]3[CH2:24][CH2:23][O:22][CH2:21][CH2:20]3)=[CH:12][N:11]=2)[CH:2]=1.CCN(C(C)C)C(C)C.Br[CH2:36][CH2:37][CH2:38][C:39](Cl)=[O:40].